This data is from Full USPTO retrosynthesis dataset with 1.9M reactions from patents (1976-2016). The task is: Predict the reactants needed to synthesize the given product. (1) Given the product [C:10]([C:14]1[CH:15]=[CH:16][C:17]([O:23][CH2:8][CH3:9])=[C:18]([CH:22]=1)[C:19]([O:21][CH2:24][CH3:25])=[O:20])([CH3:13])([CH3:11])[CH3:12], predict the reactants needed to synthesize it. The reactants are: C(=O)([O-])[O-].[K+].[K+].I[CH2:8][CH3:9].[C:10]([C:14]1[CH:15]=[CH:16][C:17]([OH:23])=[C:18]([CH:22]=1)[C:19]([OH:21])=[O:20])([CH3:13])([CH3:12])[CH3:11].[CH3:24][C:25](=O)CC. (2) The reactants are: C1(P(C2C=CC=CC=2)C2C=CC=CC=2)C=CC=CC=1.C(=O)([O-])[O-].[Ca+2].[N:25]([CH2:28][CH2:29][C:30]1[CH:35]=[CH:34][CH:33]=[CH:32][C:31]=1[N+:36]([O-:38])=[O:37])=[N+]=[N-]. Given the product [NH2:25][CH2:28][CH2:29][C:30]1[CH:35]=[CH:34][CH:33]=[CH:32][C:31]=1[N+:36]([O-:38])=[O:37], predict the reactants needed to synthesize it. (3) Given the product [CH3:1][O:2][C:3]1[CH:8]=[CH:7][C:6]([C:9]([F:11])([F:12])[F:10])=[CH:5][C:4]=1[C:13]1[N:18]2[N:19]=[C:20]([C:22]3([CH2:40][C:41]([N:43]([CH3:45])[CH3:44])=[O:42])[CH:39]=[CH:38][C:25]4[CH2:26][CH2:27][NH:28][CH2:29][CH2:30][C:24]=4[CH2:23]3)[N:21]=[C:17]2[CH:16]=[CH:15][CH:14]=1, predict the reactants needed to synthesize it. The reactants are: [CH3:1][O:2][C:3]1[CH:8]=[CH:7][C:6]([C:9]([F:12])([F:11])[F:10])=[CH:5][C:4]=1[C:13]1[N:18]2[N:19]=[C:20]([C:22]3([CH2:40][C:41]([N:43]([CH3:45])[CH3:44])=[O:42])[CH:39]=[CH:38][C:25]4[CH2:26][CH2:27][N:28](CCS(=O)(=O)NC)[CH2:29][CH2:30][C:24]=4[CH2:23]3)[N:21]=[C:17]2[CH:16]=[CH:15][CH:14]=1.ClCC(N(C)C)=O. (4) Given the product [OH:31][C@@H:25]1[CH2:24][N:23]([C:21](=[O:22])[CH2:20][CH2:19][CH2:18][CH2:17][N:14]2[CH2:15][CH2:16][NH:11][C@@H:12]([CH3:33])[C:13]2=[O:32])[CH2:30][CH2:29][C:26]21[CH2:28][CH2:27]2, predict the reactants needed to synthesize it. The reactants are: C(OC([N:11]1[CH2:16][CH2:15][N:14]([CH2:17][CH2:18][CH2:19][CH2:20][C:21]([N:23]2[CH2:30][CH2:29][C:26]3([CH2:28][CH2:27]3)[C@H:25]([OH:31])[CH2:24]2)=[O:22])[C:13](=[O:32])[C@@H:12]1[CH3:33])=O)C1C=CC=CC=1.Cl. (5) The reactants are: [OH:1][CH2:2][CH2:3][NH:4][C:5]([C:7]1[CH:8]=[CH:9][CH:10]=[C:11]2[O:15][C:14]([NH:16][CH:17]3[CH2:22][CH2:21][NH:20][CH2:19][CH2:18]3)=[N:13][C:12]=12)=[O:6].[CH2:23]([O:25][C:26]1[CH:27]=[C:28]([CH:31]=[C:32]([O:39][CH2:40][CH3:41])[C:33]=1[N:34]1[CH:38]=[CH:37][CH:36]=[CH:35]1)[CH:29]=O)[CH3:24].C([BH3-])#N.[Na+].C(N(C(C)C)C(C)C)C. Given the product [OH:1][CH2:2][CH2:3][NH:4][C:5]([C:7]1[CH:8]=[CH:9][CH:10]=[C:11]2[O:15][C:14]([NH:16][CH:17]3[CH2:22][CH2:21][N:20]([CH2:29][C:28]4[CH:31]=[C:32]([O:39][CH2:40][CH3:41])[C:33]([N:34]5[CH:38]=[CH:37][CH:36]=[CH:35]5)=[C:26]([O:25][CH2:23][CH3:24])[CH:27]=4)[CH2:19][CH2:18]3)=[N:13][C:12]=12)=[O:6], predict the reactants needed to synthesize it.